From a dataset of NCI-60 drug combinations with 297,098 pairs across 59 cell lines. Regression. Given two drug SMILES strings and cell line genomic features, predict the synergy score measuring deviation from expected non-interaction effect. Drug 1: CC(CN1CC(=O)NC(=O)C1)N2CC(=O)NC(=O)C2. Drug 2: C(CCl)NC(=O)N(CCCl)N=O. Cell line: HT29. Synergy scores: CSS=37.7, Synergy_ZIP=2.60, Synergy_Bliss=4.59, Synergy_Loewe=-0.636, Synergy_HSA=2.98.